This data is from Reaction yield outcomes from USPTO patents with 853,638 reactions. The task is: Predict the reaction yield, written as a fraction of the theoretical maximum amount of product (1.0 means a 100% yield; for example, 0.34 means a 34% yield). (1) The reactants are [NH2:1][C:2]1[CH:10]=[CH:9][C:8]([Br:11])=[CH:7][C:3]=1C(O)=O.[CH3:12][Mg]Br.CC[O:17][CH2:18][CH3:19].Cl.[OH-].[Na+]. The catalyst is C1COCC1.C(OCC)(=O)C. The product is [NH2:1][C:2]1[CH:10]=[CH:9][C:8]([Br:11])=[CH:7][C:3]=1[C:18]([OH:17])([CH3:19])[CH3:12]. The yield is 0.570. (2) The reactants are [OH:1][C:2]1[CH:3]=[C:4]2[C:9](=[CH:10][CH:11]=1)[N:8]=[C:7]([CH2:12][N:13]1[CH2:18][CH2:17][CH:16]([C:19]([O:21][CH3:22])=[O:20])[CH2:15][CH2:14]1)[N:6]=[CH:5]2.[C:23]([C@@H:27]1[CH2:32][CH2:31][C@H:30](O)[CH2:29][CH2:28]1)([CH3:26])([CH3:25])[CH3:24].C1C=CC(P(C2C=CC=CC=2)C2C=CC=CC=2)=CC=1.CC(OC(/N=N/C(OC(C)C)=O)=O)C. The catalyst is O.C1COCC1. The product is [C:23]([C@H:27]1[CH2:32][CH2:31][C@H:30]([O:1][C:2]2[CH:3]=[C:4]3[C:9](=[CH:10][CH:11]=2)[N:8]=[C:7]([CH2:12][N:13]2[CH2:14][CH2:15][CH:16]([C:19]([O:21][CH3:22])=[O:20])[CH2:17][CH2:18]2)[N:6]=[CH:5]3)[CH2:29][CH2:28]1)([CH3:26])([CH3:25])[CH3:24]. The yield is 0.200.